Dataset: Reaction yield outcomes from USPTO patents with 853,638 reactions. Task: Predict the reaction yield, written as a fraction of the theoretical maximum amount of product (1.0 means a 100% yield; for example, 0.34 means a 34% yield). (1) The product is [Br:1][C:2]1[CH:3]=[N:4][C:5]([O:11][CH3:12])=[C:6]([CH:10]=1)[C:7]([NH:15][CH3:14])=[O:8]. The reactants are [Br:1][C:2]1[CH:3]=[N:4][C:5]([O:11][CH3:12])=[C:6]([CH:10]=1)[C:7](O)=[O:8].Cl.[CH3:14][NH2:15]. No catalyst specified. The yield is 0.430. (2) The reactants are [Si]([O:18][CH2:19][C:20]1[N:21]=[C:22]([C:26]2[CH:31]=[CH:30][CH:29]=[CH:28][CH:27]=2)[N:23]([CH3:25])[CH:24]=1)(C(C)(C)C)(C1C=CC=CC=1)C1C=CC=CC=1.[F-].C([N+](CCCC)(CCCC)CCCC)CCC. The catalyst is C1COCC1. The product is [CH3:25][N:23]1[CH:24]=[C:20]([CH2:19][OH:18])[N:21]=[C:22]1[C:26]1[CH:31]=[CH:30][CH:29]=[CH:28][CH:27]=1. The yield is 0.470. (3) The catalyst is C(O)C.[Pd]. The yield is 0.620. The reactants are C([O:8][C:9]([C@@H:11]1[CH2:15][CH2:14][CH2:13][N:12]1[C:16](=[O:32])[C@H:17]([NH:24][C:25]([O:27][C:28]([CH3:31])([CH3:30])[CH3:29])=[O:26])[C:18]1[CH:23]=[CH:22][CH:21]=[CH:20][CH:19]=1)=[O:10])C1C=CC=CC=1. The product is [C:28]([O:27][C:25]([NH:24][C@H:17]([C:18]1[CH:23]=[CH:22][CH:21]=[CH:20][CH:19]=1)[C:16]([N:12]1[CH2:13][CH2:14][CH2:15][C@H:11]1[C:9]([OH:10])=[O:8])=[O:32])=[O:26])([CH3:31])([CH3:29])[CH3:30]. (4) The reactants are C1(C(C2C=CC=CC=2)[N:8]2[C:16]3[CH:15]=[C:14]4[O:17][CH2:18][CH2:19][O:20][C:13]4=[CH:12][C:11]=3[C:10]3([CH2:24][O:23][C:22]4[CH:25]=[C:26]5[C:30](=[CH:31][C:21]3=4)[CH2:29][CH2:28][O:27]5)[C:9]2=[O:32])C=CC=CC=1.C([SiH](CC)CC)C. The catalyst is FC(F)(F)C(O)=O. The product is [O:20]1[C:13]2=[CH:12][C:11]3[C:10]4([CH2:24][O:23][C:22]5[CH:25]=[C:26]6[C:30](=[CH:31][C:21]4=5)[CH2:29][CH2:28][O:27]6)[C:9](=[O:32])[NH:8][C:16]=3[CH:15]=[C:14]2[O:17][CH2:18][CH2:19]1. The yield is 0.230. (5) The reactants are [Cl-].O[NH3+:3].[C:4](=[O:7])([O-])[OH:5].[Na+].CS(C)=O.[CH2:13]([C:15]1[N:16]=[C:17]([CH2:46][CH2:47][CH3:48])[N:18]([CH2:31][C:32]2[CH:37]=[CH:36][C:35]([C:38]3[C:39]([C:44]#[N:45])=[CH:40][CH:41]=[CH:42][CH:43]=3)=[CH:34][CH:33]=2)[C:19](=[O:30])[C:20]=1[O:21][C:22]1[CH:27]=[CH:26][C:25]([CH2:28][CH3:29])=[CH:24][CH:23]=1)[CH3:14]. The catalyst is C(OCC)(=O)C. The product is [CH2:13]([C:15]1[N:16]=[C:17]([CH2:46][CH2:47][CH3:48])[N:18]([CH2:31][C:32]2[CH:37]=[CH:36][C:35]([C:38]3[CH:43]=[CH:42][CH:41]=[CH:40][C:39]=3[C:44]3[NH:3][C:4](=[O:7])[O:5][N:45]=3)=[CH:34][CH:33]=2)[C:19](=[O:30])[C:20]=1[O:21][C:22]1[CH:23]=[CH:24][C:25]([CH2:28][CH3:29])=[CH:26][CH:27]=1)[CH3:14]. The yield is 0.710. (6) The reactants are [C:1]1([NH:7][C:8]2[CH:13]=[CH:12][CH:11]=[CH:10][C:9]=2[NH2:14])[CH:6]=[CH:5][CH:4]=[CH:3][CH:2]=1.[Br:15][C:16]1[CH:23]=[CH:22][C:19]([CH:20]=O)=[CH:18][CH:17]=1.OOS([O-])=O.[K+].O. The catalyst is CN(C=O)C. The product is [Br:15][C:16]1[CH:23]=[CH:22][C:19]([C:20]2[N:7]([C:1]3[CH:2]=[CH:3][CH:4]=[CH:5][CH:6]=3)[C:8]3[CH:13]=[CH:12][CH:11]=[CH:10][C:9]=3[N:14]=2)=[CH:18][CH:17]=1. The yield is 0.350. (7) The reactants are [CH3:1][O:2][C:3]1[CH:8]=[CH:7][CH:6]=[CH:5][C:4]=1[C:9]1[CH:17]=[CH:16][CH:15]=[C:14]2[C:10]=1[C:11]([NH2:18])=[N:12][NH:13]2.CC1(C)OC(=O)[CH:23]([C:27]([CH:29]2[CH2:34][CH2:33][N:32]([C:35]([O:37][C:38]([CH3:41])([CH3:40])[CH3:39])=[O:36])[CH2:31][CH2:30]2)=O)[C:22](=O)[O:21]1.P([O-])([O-])([O-])=O.[K+].[K+].[K+]. The catalyst is C(#N)C. The product is [CH3:1][O:2][C:3]1[CH:8]=[CH:7][CH:6]=[CH:5][C:4]=1[C:9]1[C:10]2[C:14]([CH:15]=[CH:16][CH:17]=1)=[N:13][N:12]1[C:27]([CH:29]3[CH2:34][CH2:33][N:32]([C:35]([O:37][C:38]([CH3:41])([CH3:40])[CH3:39])=[O:36])[CH2:31][CH2:30]3)=[CH:23][C:22](=[O:21])[NH:18][C:11]=21. The yield is 0.200.